This data is from Peptide-MHC class II binding affinity with 134,281 pairs from IEDB. The task is: Regression. Given a peptide amino acid sequence and an MHC pseudo amino acid sequence, predict their binding affinity value. This is MHC class II binding data. (1) The peptide sequence is SLRKLSSVCLALTNS. The MHC is DRB1_1101 with pseudo-sequence DRB1_1101. The binding affinity (normalized) is 0.543. (2) The peptide sequence is GELQIVDSIDAAFKI. The MHC is DRB3_0202 with pseudo-sequence DRB3_0202. The binding affinity (normalized) is 0.384. (3) The peptide sequence is QGEPGRVIRGKKGAG. The MHC is DRB1_1602 with pseudo-sequence DRB1_1602. The binding affinity (normalized) is 0.204. (4) The peptide sequence is GKYMRSGWGWTGSDG. The MHC is DRB1_0101 with pseudo-sequence DRB1_0101. The binding affinity (normalized) is 0.395. (5) The peptide sequence is LQGPFNFRFLTEKGM. The MHC is DRB1_0301 with pseudo-sequence DRB1_0301. The binding affinity (normalized) is 0.0308.